This data is from Forward reaction prediction with 1.9M reactions from USPTO patents (1976-2016). The task is: Predict the product of the given reaction. Given the reactants C[O:2][C:3]1[N:8]=[N:7][C:6]([C:9]2[CH:14]=[C:13]([CH3:15])[C:12]([OH:16])=[C:11]([CH3:17])[CH:10]=2)=[CH:5][C:4]=1[C:18]1[NH:19][C:20]2[C:25]([C:26]=1[CH3:27])=[CH:24][CH:23]=[CH:22][CH:21]=2.C[Si](Cl)(C)C.[I-].[K+], predict the reaction product. The product is: [OH:16][C:12]1[C:13]([CH3:15])=[CH:14][C:9]([C:6]2[CH:5]=[C:4]([C:18]3[NH:19][C:20]4[C:25]([C:26]=3[CH3:27])=[CH:24][CH:23]=[CH:22][CH:21]=4)[C:3](=[O:2])[NH:8][N:7]=2)=[CH:10][C:11]=1[CH3:17].